Dataset: Full USPTO retrosynthesis dataset with 1.9M reactions from patents (1976-2016). Task: Predict the reactants needed to synthesize the given product. (1) Given the product [C:1]([C:5]1[O:9][N:8]=[C:7]([NH:10][C:11]([NH:13][C:14]2[CH:19]=[CH:18][CH:17]=[C:16]([S:20][C:22]3[C:31]4[C:26](=[CH:27][C:28]([O:35][CH2:36][CH3:37])=[C:29]([O:32][CH2:33][CH3:34])[CH:30]=4)[N:25]=[CH:24][N:23]=3)[CH:15]=2)=[O:12])[CH:6]=1)([CH3:4])([CH3:2])[CH3:3], predict the reactants needed to synthesize it. The reactants are: [C:1]([C:5]1[O:9][N:8]=[C:7]([NH:10][C:11]([NH:13][C:14]2[CH:19]=[CH:18][CH:17]=[C:16]([SH:20])[CH:15]=2)=[O:12])[CH:6]=1)([CH3:4])([CH3:3])[CH3:2].Cl[C:22]1[C:31]2[C:26](=[CH:27][C:28]([O:35][CH2:36][CH3:37])=[C:29]([O:32][CH2:33][CH3:34])[CH:30]=2)[N:25]=[CH:24][N:23]=1.C([O-])([O-])=O.[Cs+].[Cs+]. (2) Given the product [C:1]([O:5][C:6](=[O:23])[N:7]([CH2:9][CH2:10][CH2:11][CH2:12][N:13]([CH2:14][C:15]1[C:20]([CH3:21])=[CH:19][C:18]([CH3:22])=[CH:17][N:16]=1)[CH2:34][C:24]1[C:33]2[C:28](=[CH:29][CH:30]=[CH:31][CH:32]=2)[CH:27]=[CH:26][N:25]=1)[CH3:8])([CH3:3])([CH3:2])[CH3:4], predict the reactants needed to synthesize it. The reactants are: [C:1]([O:5][C:6](=[O:23])[N:7]([CH2:9][CH2:10][CH2:11][CH2:12][NH:13][CH2:14][C:15]1[C:20]([CH3:21])=[CH:19][C:18]([CH3:22])=[CH:17][N:16]=1)[CH3:8])([CH3:4])([CH3:3])[CH3:2].[C:24]1([CH:34]=O)[C:33]2[C:28](=[CH:29][CH:30]=[CH:31][CH:32]=2)[CH:27]=[CH:26][N:25]=1.[BH-](OC(C)=O)(OC(C)=O)OC(C)=O.[Na+]. (3) The reactants are: [F:1][C:2]([F:11])([F:10])[C:3]1([CH2:8][OH:9])[CH2:7][CH2:6][CH2:5][CH2:4]1.CC(C)([O-])C.[K+].[Cl:18][C:19]1[C:20](F)=[CH:21][C:22]([F:28])=[C:23]([CH:27]=1)[C:24]([OH:26])=[O:25].Cl. Given the product [Cl:18][C:19]1[C:20]([O:9][CH2:8][C:3]2([C:2]([F:10])([F:11])[F:1])[CH2:7][CH2:6][CH2:5][CH2:4]2)=[CH:21][C:22]([F:28])=[C:23]([CH:27]=1)[C:24]([OH:26])=[O:25], predict the reactants needed to synthesize it. (4) Given the product [ClH:63].[F:76][C:77]([F:90])([F:91])[C:78]1[CH:79]=[C:80]([NH:88][NH:89][C:39](=[O:40])[CH:38]([N:35]2[CH2:34][CH2:33][N:32]([CH3:31])[CH2:37][CH2:36]2)[C:42]2[C:51]3[C:46](=[CH:47][CH:48]=[CH:49][CH:50]=3)[CH:45]=[CH:44][CH:43]=2)[CH:81]=[C:82]([C:84]([F:87])([F:85])[F:86])[CH:83]=1, predict the reactants needed to synthesize it. The reactants are: CC1C=C(NNC(=O)C(N2CCN(C)CC2)C2C3C(=CC=CC=3)C=CC=2)C=C(C)C=1.[CH3:31][N:32]1[CH2:37][CH2:36][N:35]([CH:38]([C:42]2[C:51]3[C:46](=[CH:47][CH:48]=[CH:49][CH:50]=3)[CH:45]=[CH:44][CH:43]=2)[C:39](O)=[O:40])[CH2:34][CH2:33]1.CCN=C=NCCCN(C)C.[ClH:63].C1C=CC2N(O)N=NC=2C=1.O.O.[F:76][C:77]([F:91])([F:90])[C:78]1[CH:79]=[C:80]([NH:88][NH2:89])[CH:81]=[C:82]([C:84]([F:87])([F:86])[F:85])[CH:83]=1.Cl.